This data is from Full USPTO retrosynthesis dataset with 1.9M reactions from patents (1976-2016). The task is: Predict the reactants needed to synthesize the given product. (1) Given the product [C:25]([CH:23]([CH:21]([C:20]([OH:29])=[O:28])[OH:22])[OH:24])([OH:27])=[O:26].[CH:1]1([CH2:4][N:5]([CH2:12][C:13]2[S:17][C:16]([CH3:18])=[N:15][C:14]=2[CH3:19])[CH:6]2[CH2:7][CH2:8][NH:9][CH2:10][CH2:11]2)[CH2:3][CH2:2]1, predict the reactants needed to synthesize it. The reactants are: [CH:1]1([CH2:4][N:5]([CH2:12][C:13]2[S:17][C:16]([CH3:18])=[N:15][C:14]=2[CH3:19])[CH:6]2[CH2:11][CH2:10][NH:9][CH2:8][CH2:7]2)[CH2:3][CH2:2]1.[C:20]([OH:29])(=[O:28])[C@@H:21]([C@H:23]([C:25]([OH:27])=[O:26])[OH:24])[OH:22]. (2) Given the product [CH3:29][C:3]1[C:2]([NH:1][C:31]2[CH:36]=[CH:35][CH:34]=[C:33]([C:37]3[CH:38]=[CH:39][CH:40]=[CH:41][CH:42]=3)[N:32]=2)=[C:6]([C:7]2[CH:8]=[CH:9][C:10]([C:13]3[CH:14]=[CH:15][C:16]([C:19]4([C:22]([NH:24][S:25]([CH3:28])(=[O:27])=[O:26])=[O:23])[CH2:21][CH2:20]4)=[CH:17][CH:18]=3)=[CH:11][CH:12]=2)[O:5][N:4]=1, predict the reactants needed to synthesize it. The reactants are: [NH2:1][C:2]1[C:3]([CH3:29])=[N:4][O:5][C:6]=1[C:7]1[CH:12]=[CH:11][C:10]([C:13]2[CH:18]=[CH:17][C:16]([C:19]3([C:22]([NH:24][S:25]([CH3:28])(=[O:27])=[O:26])=[O:23])[CH2:21][CH2:20]3)=[CH:15][CH:14]=2)=[CH:9][CH:8]=1.Br[C:31]1[CH:36]=[CH:35][CH:34]=[C:33]([C:37]2[CH:42]=[CH:41][CH:40]=[CH:39][CH:38]=2)[N:32]=1.C(=O)([O-])[O-].[K+].[K+].C1C=CC(P(C2C(C3C(P(C4C=CC=CC=4)C4C=CC=CC=4)=CC=C4C=3C=CC=C4)=C3C(C=CC=C3)=CC=2)C2C=CC=CC=2)=CC=1. (3) Given the product [ClH:28].[CH3:24][NH:25][CH2:20][C:9]1[CH:8]=[C:7]([C:1]2[CH:6]=[CH:5][CH:4]=[CH:3][CH:2]=2)[N:11]([S:12]([C:15]2[S:16][CH:17]=[CH:18][CH:19]=2)(=[O:14])=[O:13])[CH:10]=1, predict the reactants needed to synthesize it. The reactants are: [C:1]1([C:7]2[N:11]([S:12]([C:15]3[S:16][CH:17]=[CH:18][CH:19]=3)(=[O:14])=[O:13])[CH:10]=[C:9]([CH:20]=O)[CH:8]=2)[CH:6]=[CH:5][CH:4]=[CH:3][CH:2]=1.CO.[CH3:24][NH2:25].[BH4-].[Na+].[ClH:28].C(=O)([O-])O.[Na+]. (4) Given the product [CH:21]1([C:18]2[CH:19]=[CH:20][C:11]([NH:10][C:6]3[CH:5]=[C:4]4[C:9](=[CH:8][CH:7]=3)[N:1]([CH2:24][CH:25]3[CH2:28][CH2:26]3)[CH:2]=[CH:3]4)=[C:12]([CH:17]=2)[C:13]([O:15][CH3:16])=[O:14])[CH2:23][CH2:22]1, predict the reactants needed to synthesize it. The reactants are: [NH:1]1[C:9]2[C:4](=[CH:5][C:6]([NH:10][C:11]3[CH:20]=[CH:19][C:18]([CH:21]4[CH2:23][CH2:22]4)=[CH:17][C:12]=3[C:13]([O:15][CH3:16])=[O:14])=[CH:7][CH:8]=2)[CH:3]=[CH:2]1.[CH3:24][C:25]([CH3:28])([O-])[CH3:26].[K+].BrCC1CC1.O. (5) Given the product [C:1]([C:9]1[CH:14]=[CH:13][CH:12]=[CH:11][C:10]=1[NH:15][S:16]([C:19]1[CH:27]=[CH:26][C:22]([C:23]([N:28]2[CH2:33][CH2:32][CH:31]([CH2:34][CH2:35][CH2:36][CH:37]3[CH2:38][CH2:39][NH:40][CH2:41][CH2:42]3)[CH2:30][CH2:29]2)=[O:25])=[CH:21][CH:20]=1)(=[O:18])=[O:17])(=[O:8])[C:2]1[CH:3]=[CH:4][CH:5]=[CH:6][CH:7]=1, predict the reactants needed to synthesize it. The reactants are: [C:1]([C:9]1[CH:14]=[CH:13][CH:12]=[CH:11][C:10]=1[NH:15][S:16]([C:19]1[CH:27]=[CH:26][C:22]([C:23]([OH:25])=O)=[CH:21][CH:20]=1)(=[O:18])=[O:17])(=[O:8])[C:2]1[CH:7]=[CH:6][CH:5]=[CH:4][CH:3]=1.[NH:28]1[CH2:33][CH2:32][CH:31]([CH2:34][CH2:35][CH2:36][CH:37]2[CH2:42][CH2:41][NH:40][CH2:39][CH2:38]2)[CH2:30][CH2:29]1.